From a dataset of Reaction yield outcomes from USPTO patents with 853,638 reactions. Predict the reaction yield, written as a fraction of the theoretical maximum amount of product (1.0 means a 100% yield; for example, 0.34 means a 34% yield). (1) The reactants are [CH2:1]([O:3][C:4](=[O:23])[CH2:5][N:6]1[C:14]2[C:9](=[CH:10][CH:11]=[C:12]([O:15][Si](C(C)(C)C)(C)C)[CH:13]=2)[CH:8]=[CH:7]1)[CH3:2].[F-].C([N+](CCCC)(CCCC)CCCC)CCC. The catalyst is C1COCC1. The product is [CH2:1]([O:3][C:4](=[O:23])[CH2:5][N:6]1[C:14]2[C:9](=[CH:10][CH:11]=[C:12]([OH:15])[CH:13]=2)[CH:8]=[CH:7]1)[CH3:2]. The yield is 0.780. (2) The reactants are [CH2:1]([N:8]1[CH:16]=[C:15]2[C:10]([CH:11]=[C:12]([B:17]3[O:21][C:20]([CH3:23])([CH3:22])[C:19]([CH3:25])([CH3:24])[O:18]3)[CH:13]=[CH:14]2)=[N:9]1)[C:2]1[CH:7]=[CH:6][CH:5]=[CH:4][CH:3]=1.[Cl:26]N1C(=O)CCC1=O. The catalyst is C1COCC1. The product is [CH2:1]([N:8]1[C:16]([Cl:26])=[C:15]2[C:10]([CH:11]=[C:12]([B:17]3[O:18][C:19]([CH3:25])([CH3:24])[C:20]([CH3:23])([CH3:22])[O:21]3)[CH:13]=[CH:14]2)=[N:9]1)[C:2]1[CH:3]=[CH:4][CH:5]=[CH:6][CH:7]=1. The yield is 0.820. (3) The reactants are C([O:8][C:9]1[C:14]([CH3:15])=[CH:13][C:12]([C:16]2[N:17]=[CH:18][C:19]3[C:24]([CH:25]=2)=[CH:23][C:22]([O:26][CH3:27])=[CH:21][C:20]=3[O:28][CH3:29])=[CH:11][C:10]=1[CH3:30])C1C=CC=CC=1. The catalyst is [Pd].CO.C(OCC)(=O)C. The product is [CH3:27][O:26][C:22]1[CH:23]=[C:24]2[C:19](=[C:20]([O:28][CH3:29])[CH:21]=1)[CH:18]=[N:17][C:16]([C:12]1[CH:13]=[C:14]([CH3:15])[C:9]([OH:8])=[C:10]([CH3:30])[CH:11]=1)=[CH:25]2. The yield is 0.970. (4) The reactants are Cl[C:2]1[N:11]=[CH:10][C:9]2[NH:8][CH2:7][CH:6]3[CH2:12][O:13][CH2:14][CH2:15][N:5]3[C:4]=2[N:3]=1.CC1(C)C(C)(C)OB([C:24]2[C:32]3[C:27](=[N:28][CH:29]=[CH:30][CH:31]=3)[N:26](C(OC(C)(C)C)=O)[CH:25]=2)O1.C([O-])(O)=O.[Na+]. The catalyst is O1CCOCC1.C1C=CC(P(C2C=CC=CC=2)[C-]2C=CC=C2)=CC=1.C1C=CC(P(C2C=CC=CC=2)[C-]2C=CC=C2)=CC=1.Cl[Pd]Cl.[Fe+2]. The product is [NH:26]1[C:27]2=[N:28][CH:29]=[CH:30][CH:31]=[C:32]2[C:24]([C:2]2[N:11]=[CH:10][C:9]3[NH:8][CH2:7][CH:6]4[CH2:12][O:13][CH2:14][CH2:15][N:5]4[C:4]=3[N:3]=2)=[CH:25]1. The yield is 0.150. (5) The reactants are [Cl:1][C:2]1[CH:10]=[CH:9][CH:8]=[C:7]2[C:3]=1[CH:4]=[C:5]([C:11]([N:13]([O:15][CH3:16])[CH3:14])=[O:12])[NH:6]2.[F:17][C:18]1[CH:19]=[C:20](B(O)O)[CH:21]=[CH:22][CH:23]=1.N1C=CC=CC=1. The catalyst is C(Cl)Cl. The product is [Cl:1][C:2]1[CH:10]=[CH:9][CH:8]=[C:7]2[C:3]=1[CH:4]=[C:5]([C:11]([N:13]([O:15][CH3:16])[CH3:14])=[O:12])[N:6]2[C:22]1[CH:21]=[CH:20][CH:19]=[C:18]([F:17])[CH:23]=1. The yield is 0.900. (6) The reactants are ON1C2C=CC=CC=2N=N1.[NH:11]1[C:19]2[C:14](=[CH:15][CH:16]=[CH:17][CH:18]=2)[C:13]([CH2:20][CH2:21][CH2:22][NH2:23])=[CH:12]1.CN1CCOCC1.Cl.[CH3:32][N:33]([CH3:50])[C:34]1([C:44]2[CH:49]=[CH:48][CH:47]=[CH:46][CH:45]=2)[CH2:39][CH2:38][C:37](=[CH:40][C:41](O)=[O:42])[CH2:36][CH2:35]1.C1(N=C=NC2CCCCC2)CCCCC1.[OH-].[Na+]. The catalyst is CN(C)C=O.O. The product is [CH3:50][N:33]([CH3:32])[C:34]1([C:44]2[CH:45]=[CH:46][CH:47]=[CH:48][CH:49]=2)[CH2:39][CH2:38][C:37](=[CH:40][C:41]([NH:23][CH2:22][CH2:21][CH2:20][C:13]2[C:14]3[C:19](=[CH:18][CH:17]=[CH:16][CH:15]=3)[NH:11][CH:12]=2)=[O:42])[CH2:36][CH2:35]1. The yield is 0.600. (7) The reactants are [F:1][C:2]1[C:7]([OH:8])=[CH:6][N:5]=[C:4]2[NH:9][CH:10]=[CH:11][C:3]=12.[H-].[Na+].[CH2:14]([O:21][C:22]1[C:23]([CH3:32])=[C:24]2[N:29]([CH:30]=1)[N:28]=[CH:27][N:26]=[C:25]2Cl)[C:15]1[CH:20]=[CH:19][CH:18]=[CH:17][CH:16]=1.[Cl-].[NH4+]. The catalyst is CN(C=O)C. The product is [CH2:14]([O:21][C:22]1[C:23]([CH3:32])=[C:24]2[N:29]([CH:30]=1)[N:28]=[CH:27][N:26]=[C:25]2[O:8][C:7]1[C:2]([F:1])=[C:3]2[CH:11]=[CH:10][NH:9][C:4]2=[N:5][CH:6]=1)[C:15]1[CH:16]=[CH:17][CH:18]=[CH:19][CH:20]=1. The yield is 0.800.